From a dataset of Forward reaction prediction with 1.9M reactions from USPTO patents (1976-2016). Predict the product of the given reaction. Given the reactants [CH3:1][C:2]1[N:3](COCC[Si](C)(C)C)[N:4]=[C:5]2[C:10]=1[CH:9]=[C:8]([C:11]([F:14])([F:13])[F:12])[CH:7]=[C:6]2[CH2:15][O:16][CH2:17][C:18]1([C:31]2[CH:36]=[CH:35][CH:34]=[CH:33][CH:32]=2)[CH2:23][CH2:22][N:21](C(OC(C)(C)C)=O)[CH2:20][CH2:19]1.FC(F)(F)C(O)=O.C(Cl)Cl, predict the reaction product. The product is: [CH3:1][C:2]1[C:10]2[C:5](=[C:6]([CH2:15][O:16][CH2:17][C:18]3([C:31]4[CH:32]=[CH:33][CH:34]=[CH:35][CH:36]=4)[CH2:19][CH2:20][NH:21][CH2:22][CH2:23]3)[CH:7]=[C:8]([C:11]([F:12])([F:13])[F:14])[CH:9]=2)[NH:4][N:3]=1.